This data is from Reaction yield outcomes from USPTO patents with 853,638 reactions. The task is: Predict the reaction yield, written as a fraction of the theoretical maximum amount of product (1.0 means a 100% yield; for example, 0.34 means a 34% yield). The reactants are Cl[CH2:2][CH2:3][C:4]1[CH:5]=[CH:6][C:7]2[O:12][CH2:11][C:10](=[O:13])[NH:9][C:8]=2[C:14]=1[F:15].[I-].[Na+].C(=O)([O-])[O-].[Na+].[Na+].[CH3:24][C:25]1[CH:34]=[CH:33][C:32]2[C:27](=[CH:28][CH:29]=[CH:30][C:31]=2[N:35]2[CH2:40][CH2:39][NH:38][CH2:37][CH2:36]2)[N:26]=1. The catalyst is CN1C(=O)CCC1.C(OCC)(=O)C. The product is [F:15][C:14]1[C:8]2[NH:9][C:10](=[O:13])[CH2:11][O:12][C:7]=2[CH:6]=[CH:5][C:4]=1[CH2:3][CH2:2][N:38]1[CH2:39][CH2:40][N:35]([C:31]2[CH:30]=[CH:29][CH:28]=[C:27]3[C:32]=2[CH:33]=[CH:34][C:25]([CH3:24])=[N:26]3)[CH2:36][CH2:37]1. The yield is 0.460.